This data is from Peptide-MHC class I binding affinity with 185,985 pairs from IEDB/IMGT. The task is: Regression. Given a peptide amino acid sequence and an MHC pseudo amino acid sequence, predict their binding affinity value. This is MHC class I binding data. (1) The MHC is HLA-A02:03 with pseudo-sequence HLA-A02:03. The peptide sequence is SMYSTVATI. The binding affinity (normalized) is 0.946. (2) The peptide sequence is RFNNLTVYF. The MHC is HLA-A24:03 with pseudo-sequence HLA-A24:03. The binding affinity (normalized) is 0.878.